Task: Predict the product of the given reaction.. Dataset: Forward reaction prediction with 1.9M reactions from USPTO patents (1976-2016) (1) Given the reactants [CH2:1]([O:3][C:4](=[O:22])[CH2:5][C:6]1[CH:11]=[CH:10][CH:9]=[C:8]([NH:12][C:13](=[O:21])[C:14]2[CH:19]=[CH:18][CH:17]=[C:16](Br)[CH:15]=2)[CH:7]=1)[CH3:2].[C:23]1(B(O)O)[CH:28]=[CH:27][CH:26]=[CH:25][CH:24]=1, predict the reaction product. The product is: [CH2:1]([O:3][C:4](=[O:22])[CH2:5][C:6]1[CH:11]=[CH:10][CH:9]=[C:8]([NH:12][C:13]([C:14]2[CH:15]=[C:16]([C:23]3[CH:28]=[CH:27][CH:26]=[CH:25][CH:24]=3)[CH:17]=[CH:18][CH:19]=2)=[O:21])[CH:7]=1)[CH3:2]. (2) Given the reactants [OH:1][CH2:2][C:3]1[CH:8]=[CH:7][N:6]=[C:5]([C:9]([O:11][CH3:12])=[O:10])[CH:4]=1.[C:13]([O-])([O-])=O.[Cs+].[Cs+].IC, predict the reaction product. The product is: [CH3:13][O:1][CH2:2][C:3]1[CH:8]=[CH:7][N:6]=[C:5]([C:9]([O:11][CH3:12])=[O:10])[CH:4]=1. (3) Given the reactants C([O:3][CH:4]=[C:5]([C:11]#[N:12])[C:6](OCC)=O)C.[CH3:13][S:14][C:15](=[NH:17])[NH2:16].C[O-].[Na+].[Na], predict the reaction product. The product is: [OH:3][C:4]1[C:5]([C:11]#[N:12])=[CH:6][N:16]=[C:15]([S:14][CH3:13])[N:17]=1.